This data is from Reaction yield outcomes from USPTO patents with 853,638 reactions. The task is: Predict the reaction yield, written as a fraction of the theoretical maximum amount of product (1.0 means a 100% yield; for example, 0.34 means a 34% yield). (1) The reactants are [CH:1]1([CH2:4][O:5][C:6]2[N:11]=[C:10]([C:12]([OH:14])=O)[CH:9]=[CH:8][C:7]=2[N:15]2[CH2:18][C:17]([F:20])([F:19])[CH2:16]2)[CH2:3][CH2:2]1.Cl.[O:22]=[S:23]1(=[O:31])[CH2:27][CH:26]([C:28]([NH2:30])=[O:29])[NH:25][CH2:24]1.F[B-](F)(F)F.BrC1C=CC=C[N+]=1CC.CCN(C(C)C)C(C)C. The catalyst is C1COCC1. The product is [CH:1]1([CH2:4][O:5][C:6]2[N:11]=[C:10]([C:12]([N:25]3[CH:26]([C:28]([NH2:30])=[O:29])[CH2:27][S:23](=[O:31])(=[O:22])[CH2:24]3)=[O:14])[CH:9]=[CH:8][C:7]=2[N:15]2[CH2:18][C:17]([F:20])([F:19])[CH2:16]2)[CH2:2][CH2:3]1. The yield is 0.210. (2) The reactants are [F:1][C:2]1[CH:3]=[C:4]([CH:18]=[CH:19][C:20]=1[CH3:21])[O:5][C:6]1[CH:7]=[CH:8][C:9]2[N:13]=[C:12]([CH2:14][OH:15])[N:11]([CH3:16])[C:10]=2[CH:17]=1.O[C:23]1[CH:24]=[C:25]([CH:30]=[CH:31][CH:32]=1)[C:26]([O:28][CH3:29])=[O:27].C(P(CCCC)CCCC)CCC.N(C(N1CCCCC1)=O)=NC(N1CCCCC1)=O. The catalyst is ClCCl. The product is [F:1][C:2]1[CH:3]=[C:4]([CH:18]=[CH:19][C:20]=1[CH3:21])[O:5][C:6]1[CH:7]=[CH:8][C:9]2[N:13]=[C:12]([CH2:14][O:15][C:23]3[CH:24]=[C:25]([CH:30]=[CH:31][CH:32]=3)[C:26]([O:28][CH3:29])=[O:27])[N:11]([CH3:16])[C:10]=2[CH:17]=1. The yield is 0.820.